This data is from Reaction yield outcomes from USPTO patents with 853,638 reactions. The task is: Predict the reaction yield, written as a fraction of the theoretical maximum amount of product (1.0 means a 100% yield; for example, 0.34 means a 34% yield). The reactants are [CH2:1]([C:3]([C:21]1[CH:26]=[CH:25][C:24]([OH:27])=[C:23]([CH3:28])[CH:22]=1)([C:6]1[CH:11]=[CH:10][C:9]([C:12]#[C:13][C:14]([CH2:18][CH3:19])([OH:17])[CH2:15][CH3:16])=[C:8]([CH3:20])[CH:7]=1)[CH2:4][CH3:5])[CH3:2].C([O-])([O-])=O.[K+].[K+].[CH3:35][C:36]1([CH3:54])[O:41][CH2:40][CH:39]([CH2:42]OS(C2C=CC(C)=CC=2)(=O)=O)[CH2:38][O:37]1.[NH4+].[Cl-]. The catalyst is CN(C=O)C. The product is [CH3:35][C:36]1([CH3:54])[O:41][CH2:40][CH:39]([CH2:42][O:27][C:24]2[CH:25]=[CH:26][C:21]([C:3]([C:6]3[CH:11]=[CH:10][C:9]([C:12]#[C:13][C:14]([CH2:15][CH3:16])([OH:17])[CH2:18][CH3:19])=[C:8]([CH3:20])[CH:7]=3)([CH2:4][CH3:5])[CH2:1][CH3:2])=[CH:22][C:23]=2[CH3:28])[CH2:38][O:37]1. The yield is 0.670.